From a dataset of Forward reaction prediction with 1.9M reactions from USPTO patents (1976-2016). Predict the product of the given reaction. (1) Given the reactants [C:1]([C:3]1[CH:8]=[CH:7][C:6]([OH:9])=[C:5]([O:10][CH3:11])[CH:4]=1)#[N:2].[CH3:12][C:13](O)([CH:15]([CH3:17])[CH3:16])[CH3:14].S(=O)(=O)(O)[OH:20].Cl, predict the reaction product. The product is: [CH3:12][C:13]([NH:2][C:1](=[O:20])[C:3]1[CH:8]=[CH:7][C:6]([OH:9])=[C:5]([O:10][CH3:11])[CH:4]=1)([CH3:14])[CH:15]([CH3:17])[CH3:16]. (2) Given the reactants N1C=CC=CC=1.Cl.[CH3:8][NH:9][O:10][CH3:11].[C:12]([C:20]1[CH:28]=[CH:27][CH:26]=[CH:25][C:21]=1[C:22](Cl)=[O:23])(=[O:19])[C:13]1[CH:18]=[CH:17][CH:16]=[CH:15][CH:14]=1.O, predict the reaction product. The product is: [CH3:8][N:9]([C:22](=[O:23])[C:21]1[CH:25]=[CH:26][CH:27]=[CH:28][C:20]=1[C:12](=[O:19])[C:13]1[CH:14]=[CH:15][CH:16]=[CH:17][CH:18]=1)[O:10][CH3:11]. (3) Given the reactants [OH:1][CH2:2][CH2:3][CH2:4][C:5]1[C:13]2[C:8](=[CH:9][CH:10]=[CH:11][CH:12]=2)[NH:7][C:6]=1[C:14]([O:16][CH2:17][CH3:18])=[O:15].[O:19]([C:26]1[CH:27]=[C:28](O)[CH:29]=[CH:30][CH:31]=1)[C:20]1[CH:25]=[CH:24][CH:23]=[CH:22][CH:21]=1, predict the reaction product. The product is: [O:19]([C:26]1[CH:27]=[C:28]([CH:29]=[CH:30][CH:31]=1)[O:1][CH2:2][CH2:3][CH2:4][C:5]1[C:13]2[C:8](=[CH:9][CH:10]=[CH:11][CH:12]=2)[NH:7][C:6]=1[C:14]([O:16][CH2:17][CH3:18])=[O:15])[C:20]1[CH:25]=[CH:24][CH:23]=[CH:22][CH:21]=1. (4) Given the reactants [Cl:1][C:2]1[N:7]=[N:6][C:5]([NH2:8])=[CH:4][CH:3]=1.Br.Br[CH2:11][CH:12](OC)OC, predict the reaction product. The product is: [Cl:1][C:2]1[CH:3]=[CH:4][C:5]2[N:6]([CH:11]=[CH:12][N:8]=2)[N:7]=1. (5) Given the reactants [NH2:1][CH:2]1[CH2:6][N:5]([C:7]2[CH:8]=[CH:9][C:10]3[O:15][CH2:14][C:13](=[O:16])[NH:12][C:11]=3[CH:17]=2)[C:4](=[O:18])[CH2:3]1.[CH3:19][O:20][C:21]1[CH:22]=[CH:23][C:24]2[N:29]=[CH:28][C:27](=[O:30])[N:26]([CH2:31][CH2:32][CH2:33][CH:34]=O)[C:25]=2[N:36]=1.S([O-])([O-])(=O)=O.[Na+].[Na+].C(O[BH-](OC(=O)C)OC(=O)C)(=O)C.[Na+].C(=O)([O-])O.[Na+], predict the reaction product. The product is: [CH3:19][O:20][C:21]1[CH:22]=[CH:23][C:24]2[N:29]=[CH:28][C:27](=[O:30])[N:26]([CH2:31][CH2:32][CH2:33][CH2:34][NH:1][CH:2]3[CH2:3][C:4](=[O:18])[N:5]([C:7]4[CH:8]=[CH:9][C:10]5[O:15][CH2:14][C:13](=[O:16])[NH:12][C:11]=5[CH:17]=4)[CH2:6]3)[C:25]=2[N:36]=1. (6) Given the reactants [N:1]1[C:10]2[C:5](=[CH:6][CH:7]=[CH:8][N:9]=2)[CH:4]=[CH:3][CH:2]=1.BrCC(OC(C)(C)C)=O.[BH4-].[Na+], predict the reaction product. The product is: [NH:9]1[C:10]2[C:5](=[CH:4][CH:3]=[CH:2][N:1]=2)[CH2:6][CH2:7][CH2:8]1. (7) Given the reactants [C:1]([CH2:4][N:5]([CH2:25][C:26]1[O:27][CH:28]=[CH:29][CH:30]=1)[CH2:6][CH2:7][C:8]1[CH:13]=[CH:12][C:11]([S:14][C:15]([CH3:24])([CH3:23])[C:16]([O:18][C:19]([CH3:22])([CH3:21])[CH3:20])=[O:17])=[CH:10][CH:9]=1)([OH:3])=O.OC1C2N=NNC=2C=CC=1.[CH3:41][C:42]1[CH:48]=[C:47]([O:49][CH3:50])[C:46]([CH3:51])=[CH:45][C:43]=1[NH2:44].Cl.CN(C)CCCN=C=NCC, predict the reaction product. The product is: [CH3:41][C:42]1[CH:48]=[C:47]([O:49][CH3:50])[C:46]([CH3:51])=[CH:45][C:43]=1[NH:44][C:1](=[O:3])[CH2:4][N:5]([CH2:25][C:26]1[O:27][CH:28]=[CH:29][CH:30]=1)[CH2:6][CH2:7][C:8]1[CH:13]=[CH:12][C:11]([S:14][C:15]([CH3:23])([CH3:24])[C:16]([O:18][C:19]([CH3:22])([CH3:21])[CH3:20])=[O:17])=[CH:10][CH:9]=1.